Dataset: Full USPTO retrosynthesis dataset with 1.9M reactions from patents (1976-2016). Task: Predict the reactants needed to synthesize the given product. The reactants are: [CH2:1]([NH:8][C:9]1[CH:14]=[CH:13][C:12]([O:15][CH2:16][C:17]#[CH:18])=[CH:11][C:10]=1[C:19]([C:21]1[CH:26]=[CH:25][C:24]([CH:27]([CH3:29])[CH3:28])=[C:23]([Cl:30])[CH:22]=1)=O)[C:2]1[CH:7]=[CH:6][CH:5]=[CH:4][CH:3]=1.[O-:31][C:32]#[N:33].[Na+]. Given the product [CH2:1]([N:8]1[C:9]2[C:10](=[CH:11][C:12]([O:15][CH2:16][C:17]#[CH:18])=[CH:13][CH:14]=2)[C:19]([C:21]2[CH:26]=[CH:25][C:24]([CH:27]([CH3:29])[CH3:28])=[C:23]([Cl:30])[CH:22]=2)=[N:33][C:32]1=[O:31])[C:2]1[CH:7]=[CH:6][CH:5]=[CH:4][CH:3]=1, predict the reactants needed to synthesize it.